From a dataset of Catalyst prediction with 721,799 reactions and 888 catalyst types from USPTO. Predict which catalyst facilitates the given reaction. Reactant: CN(C(ON1N=NC2C=CC=NC1=2)=[N+](C)C)C.F[P-](F)(F)(F)(F)F.[F:25][C:26]1[CH:31]=[CH:30][C:29]([NH:32][C:33]2[C:34]3[C:41]([CH3:42])=[C:40]([C:43]([O:45]C)=O)[S:39][C:35]=3[N:36]=[CH:37][N:38]=2)=[C:28]([O:47][CH:48]2[CH2:53][CH2:52][O:51][CH2:50][CH2:49]2)[CH:27]=1.CCN(C(C)C)C(C)C.[CH3:63][N:64]([CH3:69])[CH2:65][CH2:66][CH2:67][NH2:68]. Product: [CH3:63][N:64]([CH3:69])[CH2:65][CH2:66][CH2:67][NH:68][C:43]([C:40]1[S:39][C:35]2[N:36]=[CH:37][N:38]=[C:33]([NH:32][C:29]3[CH:30]=[CH:31][C:26]([F:25])=[CH:27][C:28]=3[O:47][CH:48]3[CH2:49][CH2:50][O:51][CH2:52][CH2:53]3)[C:34]=2[C:41]=1[CH3:42])=[O:45]. The catalyst class is: 3.